Dataset: Forward reaction prediction with 1.9M reactions from USPTO patents (1976-2016). Task: Predict the product of the given reaction. (1) Given the reactants C(OC([NH:8][CH:9]1[CH2:14][CH2:13][N:12]([C:15]2[CH:16]=[C:17]([CH:22]=[C:23]([Cl:25])[N:24]=2)[C:18]([O:20][CH3:21])=[O:19])[CH2:11][CH2:10]1)=O)(C)(C)C, predict the reaction product. The product is: [ClH:25].[NH2:8][CH:9]1[CH2:10][CH2:11][N:12]([C:15]2[CH:16]=[C:17]([CH:22]=[C:23]([Cl:25])[N:24]=2)[C:18]([O:20][CH3:21])=[O:19])[CH2:13][CH2:14]1. (2) Given the reactants [C:1]1([C@H:11]([NH:13][CH2:14][CH:15]2[CH:20]([C:21]3[CH:26]=[CH:25][CH:24]=[CH:23][CH:22]=3)[CH2:19][CH2:18][N:17]([C:27](=[O:32])[C:28]([F:31])([F:30])[F:29])[CH2:16]2)[CH3:12])[C:10]2[C:5](=[CH:6][CH:7]=[CH:8][CH:9]=2)[CH:4]=[CH:3][CH:2]=1.[ClH:33].O1CCOCC1, predict the reaction product. The product is: [ClH:33].[C:1]1([C@H:11]([NH:13][CH2:14][CH:15]2[CH:20]([C:21]3[CH:22]=[CH:23][CH:24]=[CH:25][CH:26]=3)[CH2:19][CH2:18][N:17]([C:27](=[O:32])[C:28]([F:29])([F:30])[F:31])[CH2:16]2)[CH3:12])[C:10]2[C:5](=[CH:6][CH:7]=[CH:8][CH:9]=2)[CH:4]=[CH:3][CH:2]=1. (3) Given the reactants Cl.Br[C:3]1[CH:8]=[CH:7][C:6]([C:9]2([C:15]3[CH:20]=[CH:19][C:18]([Cl:21])=[CH:17][CH:16]=3)[CH2:14][CH2:13][NH:12][CH2:11][CH2:10]2)=[CH:5][CH:4]=1.[CH3:22][C:23]1[C:27](B(O)O)=[CH:26][N:25]([C:31]([C:44]2[CH:49]=[CH:48][CH:47]=[CH:46][CH:45]=2)([C:38]2[CH:43]=[CH:42][CH:41]=[CH:40][CH:39]=2)[C:32]2[CH:37]=[CH:36][CH:35]=[CH:34][CH:33]=2)[N:24]=1, predict the reaction product. The product is: [Cl:21][C:18]1[CH:19]=[CH:20][C:15]([C:9]2([C:6]3[CH:7]=[CH:8][C:3]([C:27]4[C:23]([CH3:22])=[N:24][N:25]([C:31]([C:32]5[CH:33]=[CH:34][CH:35]=[CH:36][CH:37]=5)([C:38]5[CH:39]=[CH:40][CH:41]=[CH:42][CH:43]=5)[C:44]5[CH:49]=[CH:48][CH:47]=[CH:46][CH:45]=5)[CH:26]=4)=[CH:4][CH:5]=3)[CH2:14][CH2:13][NH:12][CH2:11][CH2:10]2)=[CH:16][CH:17]=1. (4) Given the reactants [C:1]([O:5][C:6](=[O:55])[CH2:7][N:8]([CH2:47][C:48]([O:50][C:51]([CH3:54])([CH3:53])[CH3:52])=[O:49])[C:9]1[CH:14]=[CH:13][C:12]([C:15]2([OH:45])[C:28]3[CH:27]=[C:26]([F:29])[C:25]([O:30][CH2:31][O:32][CH2:33][CH2:34][O:35][CH3:36])=[CH:24][C:23]=3[O:22][C:21]3[C:16]2=[CH:17][C:18]([F:44])=[C:19]([O:37][CH2:38][O:39][CH2:40][CH2:41][O:42][CH3:43])[CH:20]=3)=[CH:11][C:10]=1[OH:46])([CH3:4])([CH3:3])[CH3:2].[H-].[Na+].Br[CH2:59][C:60]([O:62][CH2:63][C:64]1[CH:69]=[CH:68][CH:67]=[CH:66][CH:65]=1)=[O:61], predict the reaction product. The product is: [C:51]([O:50][C:48](=[O:49])[CH2:47][N:8]([C:9]1[CH:14]=[CH:13][C:12]([C:15]2([OH:45])[C:28]3[CH:27]=[C:26]([F:29])[C:25]([O:30][CH2:31][O:32][CH2:33][CH2:34][O:35][CH3:36])=[CH:24][C:23]=3[O:22][C:21]3[C:16]2=[CH:17][C:18]([F:44])=[C:19]([O:37][CH2:38][O:39][CH2:40][CH2:41][O:42][CH3:43])[CH:20]=3)=[CH:11][C:10]=1[O:46][CH2:59][C:60]([O:62][CH2:63][C:64]1[CH:69]=[CH:68][CH:67]=[CH:66][CH:65]=1)=[O:61])[CH2:7][C:6]([O:5][C:1]([CH3:4])([CH3:3])[CH3:2])=[O:55])([CH3:54])([CH3:53])[CH3:52]. (5) Given the reactants [H-].[Na+].[SH:3][CH:4]1[CH2:9][CH2:8][N:7]([C:10]([O:12][C:13]([CH3:16])([CH3:15])[CH3:14])=[O:11])[CH2:6][CH2:5]1.[Cl:17][C:18]1[N:27]=[C:26](Cl)[C:25]2[C:20](=[CH:21][C:22]([O:31][CH3:32])=[C:23]([O:29][CH3:30])[CH:24]=2)[N:19]=1.[Cl-].[NH4+], predict the reaction product. The product is: [Cl:17][C:18]1[N:27]=[C:26]([S:3][CH:4]2[CH2:5][CH2:6][N:7]([C:10]([O:12][C:13]([CH3:16])([CH3:15])[CH3:14])=[O:11])[CH2:8][CH2:9]2)[C:25]2[C:20](=[CH:21][C:22]([O:31][CH3:32])=[C:23]([O:29][CH3:30])[CH:24]=2)[N:19]=1. (6) The product is: [CH3:1][O:2][C:3]([C:5]1[S:6][CH:7]=[CH:8][C:9]=1[NH:10][CH:15]1[CH2:16][CH2:17][N:12]([CH3:11])[CH2:13][CH2:14]1)=[O:4]. Given the reactants [CH3:1][O:2][C:3]([C:5]1[S:6][CH:7]=[CH:8][C:9]=1[NH2:10])=[O:4].[CH3:11][N:12]1[CH2:17][CH2:16][C:15](=O)[CH2:14][CH2:13]1.C(O[BH-](OC(=O)C)OC(=O)C)(=O)C.[Na+].C(O)(=O)C, predict the reaction product. (7) Given the reactants [H-].[Al+3].[Li+].[H-].[H-].[H-].[F:7][C:8]1[CH:9]=[C:10]([CH:20]=[CH:21][CH:22]=1)[O:11][C:12]1[CH:13]=[C:14]([CH:17]=[CH:18][CH:19]=1)[C:15]#[N:16].CO.[Cl-].[NH4+], predict the reaction product. The product is: [F:7][C:8]1[CH:9]=[C:10]([CH:20]=[CH:21][CH:22]=1)[O:11][C:12]1[CH:13]=[C:14]([CH:17]=[CH:18][CH:19]=1)[CH2:15][NH2:16]. (8) Given the reactants Br[C:2]1[C:10]2[C:5](=[CH:6][C:7]([C:11](=[O:13])[NH2:12])=[CH:8][CH:9]=2)[N:4]([C:14]([O:16][C:17]([CH3:20])([CH3:19])[CH3:18])=[O:15])[CH:3]=1.[CH3:21][C:22]1([CH3:38])[C:26]([CH3:28])([CH3:27])[O:25][B:24]([B:24]2[O:25][C:26]([CH3:28])([CH3:27])[C:22]([CH3:38])([CH3:21])[O:23]2)[O:23]1.C([O-])(=O)C.[K+], predict the reaction product. The product is: [C:11]([C:7]1[CH:6]=[C:5]2[C:10]([C:2]([B:24]3[O:25][C:26]([CH3:28])([CH3:27])[C:22]([CH3:38])([CH3:21])[O:23]3)=[CH:3][N:4]2[C:14]([O:16][C:17]([CH3:20])([CH3:19])[CH3:18])=[O:15])=[CH:9][CH:8]=1)(=[O:13])[NH2:12]. (9) Given the reactants [Cl:1][C:2]1[C:6]([CH3:7])=[C:5]([C:8]2[CH:9]=[C:10]([C:13]([OH:15])=O)[S:11][CH:12]=2)[N:4]([CH3:16])[N:3]=1.[NH2:17][C@@H:18]([CH2:31][C:32]1[CH:37]=[CH:36][CH:35]=[C:34]([C:38]([F:41])([F:40])[F:39])[CH:33]=1)[CH2:19][N:20]1[C:28](=[O:29])[C:27]2[C:22](=[CH:23][CH:24]=[CH:25][CH:26]=2)[C:21]1=[O:30].CC(OC(N[C@H](C(O)=O)CC1C=CC=CC=1C(F)(F)F)=O)(C)C.C1CN([P+](Br)(N2CCCC2)N2CCCC2)CC1.F[P-](F)(F)(F)(F)F.CCN(C(C)C)C(C)C, predict the reaction product. The product is: [Cl:1][C:2]1[C:6]([CH3:7])=[C:5]([C:8]2[CH:9]=[C:10]([C:13]([NH:17][C@@H:18]([CH2:31][C:32]3[CH:37]=[CH:36][CH:35]=[C:34]([C:38]([F:41])([F:39])[F:40])[CH:33]=3)[CH2:19][N:20]3[C:21](=[O:30])[C:22]4[C:27](=[CH:26][CH:25]=[CH:24][CH:23]=4)[C:28]3=[O:29])=[O:15])[S:11][CH:12]=2)[N:4]([CH3:16])[N:3]=1. (10) Given the reactants O=C1C2C(=CC=CC=2)N=C(C(OCC)=O)N1.[O:17]=[C:18]1[NH:23][C:22]([C:24]([O:26]CC)=O)=[N:21][C:20]2[S:29][CH:30]=[C:31]([C:32]3[CH:33]=[N:34][CH:35]=[CH:36][CH:37]=3)[C:19]1=2.C1(C(C2C=CC=CC=2)(C2C=CC=CC=2)N2C=NC(CCCOC3C=C(CN)C=CN=3)=N2)C=CC=CC=1.C1(C(C2C=CC=CC=2)(C2C=CC=CC=2)[N:81]2[CH:85]=[N:84][C:83]([O:86][CH2:87][CH2:88][O:89][C:90]3[CH:91]=[C:92]([CH2:96][NH2:97])[CH:93]=[CH:94][CH:95]=3)=[N:82]2)C=CC=CC=1, predict the reaction product. The product is: [O:17]=[C:18]1[NH:23][C:22]([C:24]([NH:97][CH2:96][C:92]2[CH:93]=[CH:94][CH:95]=[C:90]([O:89][CH2:88][CH2:87][O:86][C:83]3[N:84]=[CH:85][NH:81][N:82]=3)[CH:91]=2)=[O:26])=[N:21][C:20]2[S:29][CH:30]=[C:31]([C:32]3[CH:33]=[N:34][CH:35]=[CH:36][CH:37]=3)[C:19]1=2.